From a dataset of Catalyst prediction with 721,799 reactions and 888 catalyst types from USPTO. Predict which catalyst facilitates the given reaction. Reactant: I[C:2]1[CH:7]=[C:6]([O:8][CH3:9])[C:5]([O:10][CH3:11])=[C:4]([CH3:12])[C:3]=1[I:13].C([Mg]Cl)(C)C.[B:19](OC(C)C)([O:24]C(C)C)[O:20]C(C)C.[NH4+].[Cl-]. Product: [I:13][C:3]1[C:4]([CH3:12])=[C:5]([O:10][CH3:11])[C:6]([O:8][CH3:9])=[CH:7][C:2]=1[B:19]([OH:24])[OH:20]. The catalyst class is: 332.